From a dataset of Catalyst prediction with 721,799 reactions and 888 catalyst types from USPTO. Predict which catalyst facilitates the given reaction. (1) Reactant: C1(P(C2C=CC=CC=2)C2C=CC=CC=2)C=CC=CC=1.[CH2:20]([O:22][C:23]1[C:28](=[O:29])[CH:27]=[CH:26][NH:25][C:24]=1[CH3:30])[CH3:21].[CH2:31]([O:33][CH2:34][CH2:35]O)[CH3:32].CCOC(/N=N/C(OCC)=O)=O. Product: [CH2:20]([O:22][C:23]1[C:24]([CH3:30])=[N:25][CH:26]=[CH:27][C:28]=1[O:29][CH2:32][CH2:31][O:33][CH2:34][CH3:35])[CH3:21]. The catalyst class is: 1. (2) Reactant: C([O:3][C:4](=[O:32])[C:5]([CH3:31])([S:22]([C:25]1[CH:29]=[CH:28][O:27][C:26]=1[CH3:30])(=[O:24])=[O:23])[CH2:6][C:7]1[CH:12]=[CH:11][C:10]([O:13][CH2:14][CH2:15][N:16]2[CH2:21][CH2:20][CH2:19][CH2:18][CH2:17]2)=[CH:9][CH:8]=1)C. Product: [CH3:31][C:5]([S:22]([C:25]1[CH:29]=[CH:28][O:27][C:26]=1[CH3:30])(=[O:24])=[O:23])([CH2:6][C:7]1[CH:12]=[CH:11][C:10]([O:13][CH2:14][CH2:15][N:16]2[CH2:17][CH2:18][CH2:19][CH2:20][CH2:21]2)=[CH:9][CH:8]=1)[C:4]([OH:32])=[O:3]. The catalyst class is: 494. (3) Reactant: [CH2:1]([O:8][C:9]([O:11][C:12]1[C:20]([O:21][CH3:22])=[CH:19][C:15]([C:16]([OH:18])=[O:17])=[CH:14][C:13]=1[O:23][CH3:24])=[O:10])[C:2]1[CH:7]=[CH:6][CH:5]=[CH:4][CH:3]=1.C1(S(Cl)(=O)=O)C=CC=CC=1.O[C@H:36]1[C@H:56]([O:57][CH3:58])[C@@H:55]([C:59]([O:61][CH3:62])=[O:60])[C@@H:54]2[C@@H:38]([CH2:39][N:40]3[C@H:52]([CH2:53]2)[C:51]2[NH:50][C:49]4[C:44](=[CH:45][CH:46]=[C:47]([O:63][CH3:64])[CH:48]=4)[C:43]=2[CH2:42][CH2:41]3)[CH2:37]1. Product: [CH2:1]([O:8][C:9]([O:11][C:12]1[C:20]([O:21][CH3:22])=[CH:19][C:15]([C:16]([O:18][C@H:36]2[C@H:56]([O:57][CH3:58])[C@@H:55]([C:59]([O:61][CH3:62])=[O:60])[C@@H:54]3[C@@H:38]([CH2:39][N:40]4[C@H:52]([CH2:53]3)[C:51]3[NH:50][C:49]5[C:44](=[CH:45][CH:46]=[C:47]([O:63][CH3:64])[CH:48]=5)[C:43]=3[CH2:42][CH2:41]4)[CH2:37]2)=[O:17])=[CH:14][C:13]=1[O:23][CH3:24])=[O:10])[C:2]1[CH:3]=[CH:4][CH:5]=[CH:6][CH:7]=1. The catalyst class is: 79. (4) Reactant: [F:1][C:2]1[C:3]([NH:17][C:18]2[CH:23]=[CH:22][C:21]([I:24])=[CH:20][C:19]=2[CH3:25])=[C:4]([CH:12]=[C:13]([F:16])[C:14]=1[F:15])[C:5]([NH:7][O:8][CH2:9][CH2:10][OH:11])=[O:6].C(N(CC)CC)C.[C:33](Cl)(=[O:35])[CH3:34]. Product: [F:1][C:2]1[C:3]([NH:17][C:18]2[CH:23]=[CH:22][C:21]([I:24])=[CH:20][C:19]=2[CH3:25])=[C:4]([C:5]([NH:7][O:8][CH2:9][CH2:10][O:11][C:33](=[O:35])[CH3:34])=[O:6])[CH:12]=[C:13]([F:16])[C:14]=1[F:15]. The catalyst class is: 1.